This data is from Catalyst prediction with 721,799 reactions and 888 catalyst types from USPTO. The task is: Predict which catalyst facilitates the given reaction. (1) Reactant: [CH3:1][O:2][C:3]1[CH:4]=[C:5]([C:13]2[CH:17]=[C:16]([CH:18]=O)[NH:15][N:14]=2)[CH:6]=[C:7]([O:11][CH3:12])[C:8]=1[O:9][CH3:10].[C:20]1([NH2:27])[CH:25]=[CH:24][CH:23]=[CH:22][C:21]=1[NH2:26]. Product: [CH3:12][O:11][C:7]1[CH:6]=[C:5]([C:13]2[CH:17]=[C:16]([C:18]3[NH:27][C:20]4[CH:25]=[CH:24][CH:23]=[CH:22][C:21]=4[N:26]=3)[NH:15][N:14]=2)[CH:4]=[C:3]([O:2][CH3:1])[C:8]=1[O:9][CH3:10]. The catalyst class is: 8. (2) Reactant: [Cl:1][C:2]1[N:3]=[C:4]([Cl:12])[C:5]2[C:10]([CH3:11])=[CH:9][NH:8][C:6]=2[N:7]=1.[S:13](Cl)([C:16]1[CH:22]=[CH:21][C:19]([CH3:20])=[CH:18][CH:17]=1)(=[O:15])=[O:14].[H-].[Na+]. The catalyst class is: 3. Product: [Cl:1][C:2]1[N:3]=[C:4]([Cl:12])[C:5]2[C:10]([CH3:11])=[CH:9][N:8]([S:13]([C:16]3[CH:22]=[CH:21][C:19]([CH3:20])=[CH:18][CH:17]=3)(=[O:15])=[O:14])[C:6]=2[N:7]=1.